Dataset: Full USPTO retrosynthesis dataset with 1.9M reactions from patents (1976-2016). Task: Predict the reactants needed to synthesize the given product. (1) Given the product [F:43][CH:22]([F:21])[O:23][C:24]1[CH:29]=[CH:28][C:27]([C:30]23[N:42]([C:7]([C:6]4[C:2]([CH3:1])=[N:3][O:4][CH:5]=4)=[O:9])[CH2:41][CH2:40][N:31]2[C:32](=[O:39])[C:33]2[N:34]([CH:36]=[CH:37][CH:38]=2)[CH2:35]3)=[CH:26][CH:25]=1, predict the reactants needed to synthesize it. The reactants are: [CH3:1][C:2]1[C:6]([C:7]([OH:9])=O)=[CH:5][O:4][N:3]=1.C(Cl)(=O)C(Cl)=O.CN(C=O)C.[F:21][CH:22]([F:43])[O:23][C:24]1[CH:29]=[CH:28][C:27]([C:30]23[NH:42][CH2:41][CH2:40][N:31]2[C:32](=[O:39])[C:33]2[N:34]([CH:36]=[CH:37][CH:38]=2)[CH2:35]3)=[CH:26][CH:25]=1. (2) Given the product [Cl:43][C:42]1[CH:41]=[CH:40][CH:39]=[C:38]([Cl:44])[C:37]=1[CH2:36][O:30][C:28]1[CH:27]=[CH:26][C:25]([CH3:31])=[C:24]([C:22]([N:19]2[CH2:20][CH2:21][CH:16]([N:14]3[C:13](=[O:32])[C:12]([CH3:34])([CH3:33])[C:11]([C:5]4[CH:6]=[CH:7][C:8]([O:9][CH3:10])=[C:3]([O:2][CH3:1])[CH:4]=4)=[N:15]3)[CH2:17][CH2:18]2)=[O:23])[CH:29]=1, predict the reactants needed to synthesize it. The reactants are: [CH3:1][O:2][C:3]1[CH:4]=[C:5]([C:11]2[C:12]([CH3:34])([CH3:33])[C:13](=[O:32])[N:14]([CH:16]3[CH2:21][CH2:20][N:19]([C:22]([C:24]4[CH:29]=[C:28]([OH:30])[CH:27]=[CH:26][C:25]=4[CH3:31])=[O:23])[CH2:18][CH2:17]3)[N:15]=2)[CH:6]=[CH:7][C:8]=1[O:9][CH3:10].Br[CH2:36][C:37]1[C:42]([Cl:43])=[CH:41][CH:40]=[CH:39][C:38]=1[Cl:44].[OH-].[Na+]. (3) Given the product [C:29]([O:28][C:26]([N:22]1[CH2:23][CH2:24][CH2:25][C@H:20]([CH2:19][NH:18][C:16]([C@H:12]2[CH2:13][CH2:14][CH2:15][NH:11]2)=[O:17])[CH2:21]1)=[O:27])([CH3:32])([CH3:30])[CH3:31], predict the reactants needed to synthesize it. The reactants are: C(OC([N:11]1[CH2:15][CH2:14][CH2:13][C@@H:12]1[C:16]([NH:18][CH2:19][C@H:20]1[CH2:25][CH2:24][CH2:23][N:22]([C:26]([O:28][C:29]([CH3:32])([CH3:31])[CH3:30])=[O:27])[CH2:21]1)=[O:17])=O)C1C=CC=CC=1. (4) Given the product [CH:1]1([N:7]([CH3:25])[CH2:8][CH2:9][NH:10][C:11](=[O:24])[CH2:12][N:13]2[C:17]3=[N:32][CH:19]=[CH:20][CH:21]=[C:16]3[N:15]=[CH:14]2)[CH2:6][CH2:5][CH2:4][CH2:3][CH2:2]1, predict the reactants needed to synthesize it. The reactants are: [CH:1]1([N:7]([CH3:25])[CH2:8][CH2:9][NH:10][C:11](=[O:24])[CH2:12][N:13]2[C:17]3C=[CH:19][C:20](OC)=[CH:21][C:16]=3[N:15]=[CH:14]2)[CH2:6][CH2:5][CH2:4][CH2:3][CH2:2]1.C1([N:32](C)CCNC(=O)CN2C3C=C(OC)C=CC=3N=C2)CCCCC1. (5) Given the product [CH3:21][C:17]([C:11]1[CH:16]=[CH:15][CH:14]=[CH:13][CH:12]=1)([CH2:23][CH2:24][CH:25]([CH3:27])[CH3:26])[C:18]([OH:20])=[O:19], predict the reactants needed to synthesize it. The reactants are: C[Si]([N-][Si](C)(C)C)(C)C.[Li+].[C:11]1([CH:17]([CH3:21])[C:18]([OH:20])=[O:19])[CH:16]=[CH:15][CH:14]=[CH:13][CH:12]=1.Br[CH2:23][CH2:24][CH:25]([CH3:27])[CH3:26]. (6) Given the product [Cl:1][C:2]1[CH:3]=[C:4]([C:5]2[N:24]=[C:22]([N:21]([CH2:20][CH2:19][CH2:18][N:12]3[CH2:13][CH2:14][O:15][CH2:16][CH2:17]3)[C:39]([C:35]3[S:34][CH:38]=[CH:37][CH:36]=3)=[O:40])[S:23][CH:6]=2)[CH:9]=[CH:10][CH:11]=1, predict the reactants needed to synthesize it. The reactants are: [Cl:1][C:2]1[CH:3]=[C:4]([CH:9]=[CH:10][CH:11]=1)[C:5](=O)[CH2:6]Br.[N:12]1([CH2:18][CH2:19][CH2:20][NH:21][C:22]([NH2:24])=[S:23])[CH2:17][CH2:16][O:15][CH2:14][CH2:13]1.C(N(CC)C(C)C)(C)C.[S:34]1[CH:38]=[CH:37][CH:36]=[C:35]1[C:39](Cl)=[O:40]. (7) Given the product [CH2:21]([C:3]1([N:2]([CH3:23])[CH3:1])[CH2:8][CH2:7][CH:6]([CH2:9][O:10][CH2:11][C:12]#[C:13][Si:14]([CH2:19][CH3:20])([CH2:17][CH3:18])[CH2:15][CH3:16])[CH2:5][CH2:4]1)[C:25]1[CH:30]=[CH:29][CH:28]=[CH:27][CH:26]=1, predict the reactants needed to synthesize it. The reactants are: [CH3:1][N:2]([CH3:23])[C:3]1([C:21]#N)[CH2:8][CH2:7][CH:6]([CH2:9][O:10][CH2:11][C:12]#[C:13][Si:14]([CH2:19][CH3:20])([CH2:17][CH3:18])[CH2:15][CH3:16])[CH2:5][CH2:4]1.C([Mg]Cl)[C:25]1[CH:30]=[CH:29][CH:28]=[CH:27][CH:26]=1.[Cl-].[NH4+].O. (8) Given the product [CH2:13]([N:15]1[C:21](=[O:22])[C:20]([CH3:24])([CH3:23])[C:19](=[O:25])[N:18]([CH3:26])[C:17]2[CH:27]=[C:28]([O:31][CH2:32][CH2:33][CH2:34][N:35]([C:4]3[CH:3]=[CH:2][N:1]=[CH:6][CH:5]=3)[CH2:36][CH2:37][CH2:4][C:3]3[CH:2]=[N:1][CH:6]=[CH:9][CH:10]=3)[CH:29]=[CH:30][C:16]1=2)[CH3:14], predict the reactants needed to synthesize it. The reactants are: [N:1]1[CH:6]=[CH:5][C:4](C=O)=[CH:3][CH:2]=1.[C:9](O)(=O)[CH3:10].[CH2:13]([N:15]1[C:21](=[O:22])[C:20]([CH3:24])([CH3:23])[C:19](=[O:25])[N:18]([CH3:26])[C:17]2[CH:27]=[C:28]([O:31][CH2:32][CH2:33][CH2:34][NH:35][CH2:36][CH2:37]C3C=NC=CC=3)[CH:29]=[CH:30][C:16]1=2)[CH3:14].[Na]. (9) Given the product [N:12]1[N:11]([C:4]2[C:19]3[C:2](=[CH:1][CH:26]=[CH:17][CH:18]=3)[CH:10]=[CH:9][C:5]=2[C:6]([OH:8])=[O:7])[N:15]=[CH:14][CH:13]=1, predict the reactants needed to synthesize it. The reactants are: [CH3:1][C:2]1[CH:10]=[CH:9][C:5]([C:6]([OH:8])=[O:7])=[C:4]([N:11]2[N:15]=[CH:14][CH:13]=[N:12]2)N=1.Br[C:17]1[C:26]2[C:17](=[CH:18][CH:19]=CC=2)[CH:26]=[CH:19][C:18]=1C(O)=O.ClC1N=C(C)C=CC=1C(O)=O.